From a dataset of Forward reaction prediction with 1.9M reactions from USPTO patents (1976-2016). Predict the product of the given reaction. Given the reactants [CH2:1]([C:3]1([CH2:12][CH3:13])[CH:8]([NH2:9])[CH2:7][CH2:6][CH2:5][C:4]1([CH3:11])[NH2:10])[CH3:2], predict the reaction product. The product is: [CH:1]([NH:10][C:4]1([CH3:11])[CH2:5][CH2:6][CH2:7][CH:8]([NH:9][CH:4]([CH3:11])[CH3:5])[C:3]1([CH2:1][CH3:2])[CH2:12][CH3:13])([CH3:3])[CH3:2].